This data is from Forward reaction prediction with 1.9M reactions from USPTO patents (1976-2016). The task is: Predict the product of the given reaction. Given the reactants C[O:2][C:3]1[CH:4]=[C:5]([C:9]2[CH:18]=[CH:17][C:16]3[NH:15][C:14]4[CH:19]=[N:20][N:21]([CH3:22])[C:13]=4[C:12](=[O:23])[C:11]=3[CH:10]=2)[CH:6]=[CH:7][CH:8]=1.COC1C=CC(C2C3C(=O)C4N(C)N=CC=4NC=3C=CC=2)=CC=1, predict the reaction product. The product is: [OH:2][C:3]1[CH:4]=[C:5]([C:9]2[CH:18]=[CH:17][C:16]3[NH:15][C:14]4[CH:19]=[N:20][N:21]([CH3:22])[C:13]=4[C:12](=[O:23])[C:11]=3[CH:10]=2)[CH:6]=[CH:7][CH:8]=1.